The task is: Predict the product of the given reaction.. This data is from Forward reaction prediction with 1.9M reactions from USPTO patents (1976-2016). (1) Given the reactants [OH:1][C:2]1[CH:3]=[C:4]2[C:9](=[CH:10][CH:11]=1)[N:8]=[C:7]([C:12]([O:14][CH3:15])=[O:13])[CH:6]=[CH:5]2.C(=O)([O-])[O-].[Cs+].[Cs+].[C:22]([O:26][C:27](=[O:30])[CH2:28]Br)([CH3:25])([CH3:24])[CH3:23], predict the reaction product. The product is: [C:22]([O:26][C:27](=[O:30])[CH2:28][O:1][C:2]1[CH:3]=[C:4]2[C:9](=[CH:10][CH:11]=1)[N:8]=[C:7]([C:12]([O:14][CH3:15])=[O:13])[CH:6]=[CH:5]2)([CH3:25])([CH3:24])[CH3:23]. (2) Given the reactants C([O:8][C:9]1[CH:14]=[CH:13][CH:12]=[CH:11][C:10]=1[C:15]1[N:16]([CH3:34])[C:17]2[C:22]([C:23]=1[CH:24]1[CH2:29][CH2:28][CH2:27][CH2:26][CH2:25]1)=[CH:21][CH:20]=[C:19]([C:30]([O:32][CH3:33])=[O:31])[CH:18]=2)C1C=CC=CC=1, predict the reaction product. The product is: [CH:24]1([C:23]2[C:22]3[C:17](=[CH:18][C:19]([C:30]([O:32][CH3:33])=[O:31])=[CH:20][CH:21]=3)[N:16]([CH3:34])[C:15]=2[C:10]2[CH:11]=[CH:12][CH:13]=[CH:14][C:9]=2[OH:8])[CH2:29][CH2:28][CH2:27][CH2:26][CH2:25]1. (3) The product is: [C:17]([O:16][C@H:7]([C@@H:8]([O:12][C:13](=[O:15])[CH3:14])[C:9]([N:35]([CH2:34][CH2:33][Cl:32])[C:36]1[CH:41]=[CH:40][C:39]([C:42]([F:44])([F:45])[F:43])=[CH:38][CH:37]=1)=[O:11])[C:6]([O:5][C:1]([CH3:2])([CH3:3])[CH3:4])=[O:20])(=[O:19])[CH3:18]. Given the reactants [C:1]([O:5][C:6](=[O:20])[C@H:7]([O:16][C:17](=[O:19])[CH3:18])[C@@H:8]([O:12][C:13](=[O:15])[CH3:14])[C:9]([OH:11])=O)([CH3:4])([CH3:3])[CH3:2].C(Cl)(=O)C(Cl)=O.CN(C=O)C.[Cl:32][CH2:33][CH2:34][NH:35][C:36]1[CH:41]=[CH:40][C:39]([C:42]([F:45])([F:44])[F:43])=[CH:38][CH:37]=1, predict the reaction product. (4) Given the reactants [Cl:1][C:2]1[C:3]([C:22]2[S:26][C:25]([C:27]3([O:31][CH2:32][O:33][CH3:34])[CH2:30][CH2:29][CH2:28]3)=[N:24][CH:23]=2)=[C:4]2[CH:10]=[C:9](I)[N:8]([S:12]([C:15]3[CH:21]=[CH:20][C:18]([CH3:19])=[CH:17][CH:16]=3)(=[O:14])=[O:13])[C:5]2=[N:6][CH:7]=1.C(N(CC)CC)C.[C]=O, predict the reaction product. The product is: [Cl:1][C:2]1[C:3]([C:22]2[S:26][C:25]([C:27]3([O:31][CH2:32][O:33][CH3:34])[CH2:30][CH2:29][CH2:28]3)=[N:24][CH:23]=2)=[C:4]2[CH:10]=[C:9]([C:32]([O:31][CH3:27])=[O:33])[N:8]([S:12]([C:15]3[CH:21]=[CH:20][C:18]([CH3:19])=[CH:17][CH:16]=3)(=[O:14])=[O:13])[C:5]2=[N:6][CH:7]=1.